Dataset: Catalyst prediction with 721,799 reactions and 888 catalyst types from USPTO. Task: Predict which catalyst facilitates the given reaction. Reactant: Cl.[Cl:2][C:3]1[CH:8]=[CH:7][C:6]([C:9]2([OH:21])[CH2:14][CH2:13][N:12]([C@H:15]3[C@H:19]([OH:20])[CH2:18][NH:17][CH2:16]3)[CH2:11][CH2:10]2)=[CH:5][CH:4]=1.ClC1C(C)=CN=[C:25]([C:30]([F:33])([F:32])[F:31])[N:24]=1.C([N:37]([CH:40]([CH3:42])[CH3:41])[CH2:38]C)(C)C. Product: [Cl:2][C:3]1[CH:8]=[CH:7][C:6]([C:9]2([OH:21])[CH2:14][CH2:13][N:12]([CH:15]3[CH:19]([OH:20])[CH2:18][N:17]([C:38]4[N:37]=[C:40]([CH3:41])[CH:42]=[C:25]([C:30]([F:33])([F:32])[F:31])[N:24]=4)[CH2:16]3)[CH2:11][CH2:10]2)=[CH:5][CH:4]=1. The catalyst class is: 3.